From a dataset of Peptide-MHC class II binding affinity with 134,281 pairs from IEDB. Regression. Given a peptide amino acid sequence and an MHC pseudo amino acid sequence, predict their binding affinity value. This is MHC class II binding data. (1) The peptide sequence is SKGDSARVTVKDVTF. The MHC is HLA-DQA10301-DQB10302 with pseudo-sequence HLA-DQA10301-DQB10302. The binding affinity (normalized) is 0.206. (2) The peptide sequence is YAVSFNYFVCNLLQE. The MHC is HLA-DPA10201-DPB11401 with pseudo-sequence HLA-DPA10201-DPB11401. The binding affinity (normalized) is 0.118. (3) The peptide sequence is YANYRDIDLGRNEVV. The MHC is HLA-DQA10401-DQB10402 with pseudo-sequence HLA-DQA10401-DQB10402. The binding affinity (normalized) is 0.303. (4) The peptide sequence is DINVGFKAAVAAAAG. The MHC is DRB1_1602 with pseudo-sequence DRB1_1602. The binding affinity (normalized) is 0.470.